This data is from Full USPTO retrosynthesis dataset with 1.9M reactions from patents (1976-2016). The task is: Predict the reactants needed to synthesize the given product. (1) Given the product [Cl:1][C:2]1[CH:21]=[CH:20][C:5]([CH:6]([OH:7])[C@@H:8]2[CH2:12][CH2:11][N:10]([C:13]([O:15][C:16]([CH3:17])([CH3:19])[CH3:18])=[O:14])[CH2:9]2)=[CH:4][C:3]=1[F:22], predict the reactants needed to synthesize it. The reactants are: [Cl:1][C:2]1[CH:21]=[CH:20][C:5]([C:6]([C@@H:8]2[CH2:12][CH2:11][N:10]([C:13]([O:15][C:16]([CH3:19])([CH3:18])[CH3:17])=[O:14])[CH2:9]2)=[O:7])=[CH:4][C:3]=1[F:22].C([BH-](C(CC)C)C(CC)C)(CC)C.[Li+].O. (2) Given the product [NH2:28][C:4]1[CH:3]=[C:2]([Br:1])[C:22]([O:23][C:24]([F:26])([F:27])[F:25])=[CH:21][C:5]=1[C:6]([NH:8][NH:9][C:10]1[CH:15]=[C:14]([C:16]#[N:17])[CH:13]=[CH:12][C:11]=1[S:18][CH2:19][CH3:20])=[O:7], predict the reactants needed to synthesize it. The reactants are: [Br:1][C:2]1[C:22]([O:23][C:24]([F:27])([F:26])[F:25])=[CH:21][C:5]([C:6]([NH:8][NH:9][C:10]2[CH:15]=[C:14]([C:16]#[N:17])[CH:13]=[CH:12][C:11]=2[S:18][CH2:19][CH3:20])=[O:7])=[C:4]([N+:28]([O-])=O)[CH:3]=1.NC1C=C(Br)C(C)=CC=1C(NNC1C=C(Cl)C=CC=1SCC)=O. (3) Given the product [N:22]1[CH:23]=[CH:24][CH:25]=[C:20]([C:17]2[CH:18]=[CH:19][C:14]([C:13]3[O:26][C:2]4[C:3]([C:4]([O:6][CH3:7])=[O:5])=[CH:8][CH:9]=[CH:10][C:11]=4[N:12]=3)=[CH:15][CH:16]=2)[CH:21]=1, predict the reactants needed to synthesize it. The reactants are: O[C:2]1[C:11]([NH:12][C:13](=[O:26])[C:14]2[CH:19]=[CH:18][C:17]([C:20]3[CH:21]=[N:22][CH:23]=[CH:24][CH:25]=3)=[CH:16][CH:15]=2)=[CH:10][CH:9]=[CH:8][C:3]=1[C:4]([O:6][CH3:7])=[O:5].CC1C=CC(S(O)(=O)=O)=CC=1.